This data is from Catalyst prediction with 721,799 reactions and 888 catalyst types from USPTO. The task is: Predict which catalyst facilitates the given reaction. (1) Reactant: [CH3:1][C@H:2]1[CH2:7][N:6]([C:8]([N:10]2[CH2:15][CH2:14][CH2:13][CH2:12][CH2:11]2)=[O:9])[CH2:5][C@H:4]([CH3:16])[N:3]1[C:17]1[O:18][C:19]2[C:20](=[C:22]([C:26]([O:28]C)=[O:27])[CH:23]=[CH:24][CH:25]=2)[N:21]=1.[I-].[Li+]. Product: [CH3:1][C@H:2]1[CH2:7][N:6]([C:8]([N:10]2[CH2:11][CH2:12][CH2:13][CH2:14][CH2:15]2)=[O:9])[CH2:5][C@H:4]([CH3:16])[N:3]1[C:17]1[O:18][C:19]2[C:20](=[C:22]([C:26]([OH:28])=[O:27])[CH:23]=[CH:24][CH:25]=2)[N:21]=1. The catalyst class is: 17. (2) Reactant: [CH3:1][O-:2].[Na+].Cl[CH2:5][C:6]1[CH:11]=[CH:10][C:9]([CH3:12])=[C:8]([N+:13]([O-:15])=[O:14])[CH:7]=1.O. Product: [CH3:1][O:2][CH2:5][C:6]1[CH:11]=[CH:10][C:9]([CH3:12])=[C:8]([N+:13]([O-:15])=[O:14])[CH:7]=1. The catalyst class is: 5. (3) Reactant: [Cl:1][C:2]1[C:3]([F:22])=[C:4]2[C:9](=[C:10]([Cl:12])[CH:11]=1)[O:8][CH:7]([C:13]([F:16])([F:15])[F:14])[C:6]([C:17]([O:19]CC)=[O:18])=[CH:5]2.[OH-].[Li+].Cl. Product: [Cl:1][C:2]1[C:3]([F:22])=[C:4]2[C:9](=[C:10]([Cl:12])[CH:11]=1)[O:8][CH:7]([C:13]([F:16])([F:14])[F:15])[C:6]([C:17]([OH:19])=[O:18])=[CH:5]2. The catalyst class is: 87.